Predict the reactants needed to synthesize the given product. From a dataset of Full USPTO retrosynthesis dataset with 1.9M reactions from patents (1976-2016). (1) Given the product [C:24]([C:22]([NH:21][CH2:20][C:18]1[CH:17]=[CH:16][C:15]([Cl:28])=[C:14]([NH:13][C:11]2[NH:12][C:8]3[CH:7]=[C:6]([C:4]([OH:5])=[O:3])[C:30]([Cl:31])=[CH:29][C:9]=3[N:10]=2)[CH:19]=1)=[O:23])([CH3:27])([CH3:25])[CH3:26], predict the reactants needed to synthesize it. The reactants are: C([O:3][C:4]([C:6]1[C:30]([Cl:31])=[CH:29][C:9]2[N:10]=[C:11]([NH:13][C:14]3[CH:19]=[C:18]([CH2:20][NH:21][C:22]([C:24]([CH3:27])([CH3:26])[CH3:25])=[O:23])[CH:17]=[CH:16][C:15]=3[Cl:28])[NH:12][C:8]=2[CH:7]=1)=[O:5])C.[OH-].[Na+]. (2) Given the product [O:16]=[C:9]1[N:8]([C:17]2[CH:18]=[CH:19][C:20]([O:23][CH2:24][C:25]([F:28])([F:27])[F:26])=[CH:21][CH:22]=2)[C:7]([S:6][CH2:30][CH2:31][CH2:32][CH2:33][C:34]#[N:35])=[N:12][C:11]2[CH:13]=[CH:14][NH:15][C:10]1=2, predict the reactants needed to synthesize it. The reactants are: C(=O)([O-])O.[Na+].[S:6]=[C:7]1[NH:12][C:11]2[CH:13]=[CH:14][NH:15][C:10]=2[C:9](=[O:16])[N:8]1[C:17]1[CH:22]=[CH:21][C:20]([O:23][CH2:24][C:25]([F:28])([F:27])[F:26])=[CH:19][CH:18]=1.Br[CH2:30][CH2:31][CH2:32][CH2:33][C:34]#[N:35].[I-].[Na+].